Dataset: Forward reaction prediction with 1.9M reactions from USPTO patents (1976-2016). Task: Predict the product of the given reaction. (1) Given the reactants C[O:2][C:3](=[O:33])[CH:4]([O:6][C:7]1[CH:12]=[CH:11][C:10]([O:13][CH2:14][CH2:15][C@@H:16]([O:18][C:19]2[CH:24]=[CH:23][C:22]([CH2:25][CH3:26])=[CH:21][C:20]=2[C:27]2[S:28][CH:29]=[CH:30][N:31]=2)[CH3:17])=[CH:9][C:8]=1[CH3:32])[CH3:5], predict the reaction product. The product is: [CH2:25]([C:22]1[CH:23]=[CH:24][C:19]([O:18][C@@H:16]([CH3:17])[CH2:15][CH2:14][O:13][C:10]2[CH:11]=[CH:12][C:7]([O:6][CH:4]([CH3:5])[C:3]([OH:33])=[O:2])=[C:8]([CH3:32])[CH:9]=2)=[C:20]([C:27]2[S:28][CH:29]=[CH:30][N:31]=2)[CH:21]=1)[CH3:26]. (2) Given the reactants [F:1][C:2]([F:33])([F:32])[C:3]1[CH:4]=[C:5]([CH:29]=[CH:30][CH:31]=1)[C:6]([NH:8][C:9]1[CH:10]=[C:11]([C:15]2[N:20]3[N:21]=[CH:22][C:23]([C:24]([O:26][CH2:27][CH3:28])=[O:25])=[C:19]3[N:18]=[CH:17][CH:16]=2)[CH:12]=[CH:13][CH:14]=1)=[O:7].C([BH3-])#N.[Na+], predict the reaction product. The product is: [F:32][C:2]([F:1])([F:33])[C:3]1[CH:4]=[C:5]([CH:29]=[CH:30][CH:31]=1)[C:6]([NH:8][C:9]1[CH:10]=[C:11]([C:15]2[N:20]3[N:21]=[CH:22][C:23]([C:24]([O:26][CH2:27][CH3:28])=[O:25])=[C:19]3[NH:18][CH2:17][CH:16]=2)[CH:12]=[CH:13][CH:14]=1)=[O:7]. (3) Given the reactants Cl.[Cl:2][CH2:3][CH2:4][NH:5][CH2:6][CH2:7][Cl:8].C(=O)([O-])[O-].[K+].[K+].Cl[C:16]([O:18][CH2:19][CH3:20])=[O:17], predict the reaction product. The product is: [Cl:2][CH2:3][CH2:4][N:5]([CH2:6][CH2:7][Cl:8])[C:16](=[O:17])[O:18][CH2:19][CH3:20]. (4) Given the reactants Br[C:2]1[CH:11]=[CH:10]C=C2[C:3]=1[CH:4]=[CH:5]C=[C:7]2[CH2:12][OH:13].C[O:15][C:16]1C=C(C(F)(F)F)C=C[C:17]=1B(O)O.CC(C1C=C(C(C)C)C(C2C=CC=CC=2P(C2CCCCC2)C2CCCCC2)=C(C(C)C)C=1)C.C([O-])([O-])=O.[K+].[K+], predict the reaction product. The product is: [CH3:17][CH2:16][O:15][C:12]([CH3:7])=[O:13].[CH3:10][CH2:11][CH2:2][CH2:3][CH2:4][CH3:5]. (5) Given the reactants [Cl:1][C:2]1[C:3]([F:31])=[C:4]([CH:8]2[C:12]([C:15]3[CH:20]=[CH:19][C:18]([Cl:21])=[CH:17][C:16]=3[F:22])([C:13]#[N:14])[CH:11]([CH2:23][C:24]([CH3:27])([CH3:26])[CH3:25])[NH:10][CH:9]2[C:28]([OH:30])=O)[CH:5]=[CH:6][CH:7]=1.[NH2:32][C:33]1[CH:42]=[CH:41][C:36]([O:37][CH2:38][CH2:39][OH:40])=[CH:35][CH:34]=1.CN(C(ON1N=NC2C=CC=NC1=2)=[N+](C)C)C.F[P-](F)(F)(F)(F)F.CCN(C(C)C)C(C)C, predict the reaction product. The product is: [OH:40][CH2:39][CH2:38][O:37][C:36]1[CH:41]=[CH:42][C:33]([NH:32][C:28]([CH:9]2[CH:8]([C:4]3[CH:5]=[CH:6][CH:7]=[C:2]([Cl:1])[C:3]=3[F:31])[C:12]([C:15]3[CH:20]=[CH:19][C:18]([Cl:21])=[CH:17][C:16]=3[F:22])([C:13]#[N:14])[CH:11]([CH2:23][C:24]([CH3:25])([CH3:27])[CH3:26])[NH:10]2)=[O:30])=[CH:34][CH:35]=1. (6) Given the reactants [OH-].[Na+].[Cl:3][C:4]1[CH:13]=[CH:12][C:11]([C:14]#[C:15][Si](C)(C)C)=[CH:10][C:5]=1[C:6]([O:8]C)=[O:7], predict the reaction product. The product is: [Cl:3][C:4]1[CH:13]=[CH:12][C:11]([C:14]#[CH:15])=[CH:10][C:5]=1[C:6]([OH:8])=[O:7]. (7) Given the reactants C([O:4]C1C=CC(O)=CC=1)CC.[Cl:12][C:13]1[CH:31]=[CH:30][C:16]([C:17]([N:19]2[CH2:22][C:21]([CH2:28]Cl)([C:23]([O:25]CC)=[O:24])[CH2:20]2)=[O:18])=[CH:15][CH:14]=1.C(=O)([O-])[O-].[Cs+].[Cs+].O, predict the reaction product. The product is: [Cl:12][C:13]1[CH:31]=[CH:30][C:16]([C:17]([N:19]2[CH2:22][C:21]([CH2:28][OH:4])([C:23]([OH:25])=[O:24])[CH2:20]2)=[O:18])=[CH:15][CH:14]=1. (8) Given the reactants [CH3:1][O:2][CH2:3][CH2:4][NH2:5].[CH2:6]=[C:7]1[O:11][C:9](=[O:10])[CH2:8]1, predict the reaction product. The product is: [CH3:1][O:2][CH2:3][CH2:4][NH:5][C:9](=[O:10])[CH2:8][C:7](=[O:11])[CH3:6].